This data is from Reaction yield outcomes from USPTO patents with 853,638 reactions. The task is: Predict the reaction yield, written as a fraction of the theoretical maximum amount of product (1.0 means a 100% yield; for example, 0.34 means a 34% yield). (1) The reactants are [C:1]([C:3]1[C:4]([CH3:13])=[N:5][C:6]2[N:7]([N:10]=[CH:11][N:12]=2)[C:8]=1[NH2:9])#[CH:2].Br[C:15]1[CH:20]=[CH:19][C:18]([C:21]([CH3:27])([CH3:26])[C:22]([O:24][CH3:25])=[O:23])=[CH:17][CH:16]=1.C(N(CC)CC)C. The catalyst is C(#N)C.Cl[Pd](Cl)([P](C1C=CC=CC=1)(C1C=CC=CC=1)C1C=CC=CC=1)[P](C1C=CC=CC=1)(C1C=CC=CC=1)C1C=CC=CC=1.[Cu]I. The product is [NH2:9][C:8]1[N:7]2[N:10]=[CH:11][N:12]=[C:6]2[N:5]=[C:4]([CH3:13])[C:3]=1[C:1]#[C:2][C:15]1[CH:20]=[CH:19][C:18]([C:21]([CH3:27])([CH3:26])[C:22]([O:24][CH3:25])=[O:23])=[CH:17][CH:16]=1. The yield is 0.450. (2) The reactants are [NH2:1][C:2]1[N:3]=[C:4]2[CH:9]=[CH:8][C:7]([O:10][C:11]3[CH:12]=[C:13]([NH:17][C:18](=[O:30])[C:19]4[CH:24]=[CH:23][CH:22]=[C:21]([C:25]5([C:28]#[N:29])[CH2:27][CH2:26]5)[CH:20]=4)[CH:14]=[CH:15][CH:16]=3)=[N:6][N:5]2[CH:31]=1.C(N(CC)CC)C.[Cl:39][CH2:40][C:41](Cl)=[O:42]. The catalyst is O1CCCC1. The product is [Cl:39][CH2:40][C:41]([NH:1][C:2]1[N:3]=[C:4]2[CH:9]=[CH:8][C:7]([O:10][C:11]3[CH:12]=[C:13]([NH:17][C:18](=[O:30])[C:19]4[CH:24]=[CH:23][CH:22]=[C:21]([C:25]5([C:28]#[N:29])[CH2:27][CH2:26]5)[CH:20]=4)[CH:14]=[CH:15][CH:16]=3)=[N:6][N:5]2[CH:31]=1)=[O:42]. The yield is 0.890.